Dataset: Reaction yield outcomes from USPTO patents with 853,638 reactions. Task: Predict the reaction yield, written as a fraction of the theoretical maximum amount of product (1.0 means a 100% yield; for example, 0.34 means a 34% yield). The reactants are [CH:1]([C:4]1[CH:9]=[CH:8][C:7]([CH:10]2[C:14]3[C:15]([CH3:30])=[C:16]([NH:21][C:22](=[O:29])OCC(Cl)(Cl)Cl)[C:17]([CH3:20])=[C:18]([CH3:19])[C:13]=3[O:12][CH2:11]2)=[CH:6][CH:5]=1)([CH3:3])[CH3:2].[OH:31][CH2:32][CH2:33][NH2:34]. No catalyst specified. The product is [OH:31][CH2:32][CH2:33][NH:34][C:22]([NH:21][C:16]1[C:17]([CH3:20])=[C:18]([CH3:19])[C:13]2[O:12][CH2:11][CH:10]([C:7]3[CH:6]=[CH:5][C:4]([CH:1]([CH3:2])[CH3:3])=[CH:9][CH:8]=3)[C:14]=2[C:15]=1[CH3:30])=[O:29]. The yield is 0.890.